Dataset: Catalyst prediction with 721,799 reactions and 888 catalyst types from USPTO. Task: Predict which catalyst facilitates the given reaction. (1) Reactant: [CH3:1][O:2][C:3]1[CH:7]=[C:6]([C:8](OC)=[O:9])[N:5]([CH3:12])[N:4]=1.[H-].[Al+3].[Li+].[H-].[H-].[H-].C(O)C.[Cl-].[NH4+]. Product: [CH3:1][O:2][C:3]1[CH:7]=[C:6]([CH2:8][OH:9])[N:5]([CH3:12])[N:4]=1. The catalyst class is: 7. (2) Reactant: Cl.[CH3:2][O:3][C:4]1[CH:5]=[CH:6][C:7]2[CH2:13][CH2:12][NH:11][CH2:10][CH2:9][C:8]=2[CH:14]=1.C(N(CC)CC)C.[F:22][C:23]([F:34])([F:33])[C:24](O[C:24](=[O:25])[C:23]([F:34])([F:33])[F:22])=[O:25]. Product: [F:22][C:23]([F:34])([F:33])[C:24]([N:11]1[CH2:10][CH2:9][C:8]2[CH:14]=[C:4]([O:3][CH3:2])[CH:5]=[CH:6][C:7]=2[CH2:13][CH2:12]1)=[O:25]. The catalyst class is: 4. (3) Reactant: Br[C:2]1[N:7]=[CH:6][C:5]2[N:8]=[C:9]([CH2:14][O:15][CH:16]3[CH2:21][CH2:20][CH2:19][CH2:18][O:17]3)[N:10]([CH:11]([CH3:13])[CH3:12])[C:4]=2[CH:3]=1.[Cl:22][C:23]1[N:28]=[C:27]([NH2:29])[CH:26]=[CH:25][N:24]=1.C1(P(C2C=CC=CC=2)C2C3OC4C(=CC=CC=4P(C4C=CC=CC=4)C4C=CC=CC=4)C(C)(C)C=3C=CC=2)C=CC=CC=1.C(=O)([O-])[O-].[Cs+].[Cs+]. Product: [Cl:22][C:23]1[N:28]=[C:27]([NH:29][C:2]2[N:7]=[CH:6][C:5]3[N:8]=[C:9]([CH2:14][O:15][CH:16]4[CH2:21][CH2:20][CH2:19][CH2:18][O:17]4)[N:10]([CH:11]([CH3:13])[CH3:12])[C:4]=3[CH:3]=2)[CH:26]=[CH:25][N:24]=1. The catalyst class is: 102. (4) Reactant: C(OC(=O)[NH:7][C@:8]1([C:13](=[O:24])[NH:14][S:15]([C:18]2([C:21]([CH3:23])=[CH2:22])[CH2:20][CH2:19]2)(=[O:17])=[O:16])[CH2:10][C@H:9]1[CH:11]=[CH2:12])(C)(C)C.[ClH:26]. Product: [ClH:26].[NH2:7][C@:8]1([C:13]([NH:14][S:15]([C:18]2([C:21]([CH3:23])=[CH2:22])[CH2:20][CH2:19]2)(=[O:17])=[O:16])=[O:24])[CH2:10][C@H:9]1[CH:11]=[CH2:12]. The catalyst class is: 12. (5) Reactant: Br[CH2:2][CH2:3][O:4][C:5]1[CH:10]=[CH:9][C:8]([C:11]2[N:12]([CH2:24][CH3:25])[C:13]3[C:18]([C:19]=2[C:20]#[N:21])=[CH:17][CH:16]=[C:15]([O:22][CH3:23])[CH:14]=3)=[CH:7][CH:6]=1.[N-:26]=[N+:27]=[N-:28].[Na+]. Product: [N:26]([CH2:2][CH2:3][O:4][C:5]1[CH:10]=[CH:9][C:8]([C:11]2[N:12]([CH2:24][CH3:25])[C:13]3[C:18]([C:19]=2[C:20]#[N:21])=[CH:17][CH:16]=[C:15]([O:22][CH3:23])[CH:14]=3)=[CH:7][CH:6]=1)=[N+:27]=[N-:28]. The catalyst class is: 5. (6) Reactant: [Br:1][C:2]1[CH:7]=[CH:6][C:5]([CH2:8][OH:9])=[C:4]([N+:10]([O-:12])=[O:11])[CH:3]=1. Product: [Br:1][C:2]1[CH:7]=[CH:6][C:5]([CH:8]=[O:9])=[C:4]([N+:10]([O-:12])=[O:11])[CH:3]=1. The catalyst class is: 742. (7) Reactant: [CH2:1]([O:3][C:4]([CH:6]1[CH2:11][CH2:10][NH:9][CH2:8][CH2:7]1)=[O:5])[CH3:2].C(N(CC)CC)C.[C:19](Cl)(=[O:28])[O:20][CH2:21][C:22]1[CH:27]=[CH:26][CH:25]=[CH:24][CH:23]=1. Product: [CH2:1]([O:3][C:4]([CH:6]1[CH2:11][CH2:10][N:9]([C:19]([O:20][CH2:21][C:22]2[CH:27]=[CH:26][CH:25]=[CH:24][CH:23]=2)=[O:28])[CH2:8][CH2:7]1)=[O:5])[CH3:2]. The catalyst class is: 7.